Dataset: NCI-60 drug combinations with 297,098 pairs across 59 cell lines. Task: Regression. Given two drug SMILES strings and cell line genomic features, predict the synergy score measuring deviation from expected non-interaction effect. (1) Cell line: HL-60(TB). Drug 1: CC1=C2C(C(=O)C3(C(CC4C(C3C(C(C2(C)C)(CC1OC(=O)C(C(C5=CC=CC=C5)NC(=O)OC(C)(C)C)O)O)OC(=O)C6=CC=CC=C6)(CO4)OC(=O)C)OC)C)OC. Synergy scores: CSS=92.0, Synergy_ZIP=8.69, Synergy_Bliss=8.59, Synergy_Loewe=5.56, Synergy_HSA=11.6. Drug 2: C1=CC(=CC=C1CCC2=CNC3=C2C(=O)NC(=N3)N)C(=O)NC(CCC(=O)O)C(=O)O. (2) Drug 1: CC1=C2C(C(=O)C3(C(CC4C(C3C(C(C2(C)C)(CC1OC(=O)C(C(C5=CC=CC=C5)NC(=O)OC(C)(C)C)O)O)OC(=O)C6=CC=CC=C6)(CO4)OC(=O)C)OC)C)OC. Drug 2: CCC1(C2=C(COC1=O)C(=O)N3CC4=CC5=C(C=CC(=C5CN(C)C)O)N=C4C3=C2)O.Cl. Cell line: RXF 393. Synergy scores: CSS=48.5, Synergy_ZIP=5.58, Synergy_Bliss=6.27, Synergy_Loewe=1.96, Synergy_HSA=10.6.